From a dataset of Full USPTO retrosynthesis dataset with 1.9M reactions from patents (1976-2016). Predict the reactants needed to synthesize the given product. (1) Given the product [O:2]1[CH:6]=[CH:5][CH:4]=[C:3]1[CH2:7][N:8]([CH2:9][C:10]1[CH:15]=[CH:14][C:13]([S:16][C:17]([CH3:26])([CH3:25])[C:18]([O:20][C:21]([CH3:24])([CH3:23])[CH3:22])=[O:19])=[CH:12][CH:11]=1)[CH2:36][C:35]#[CH:34], predict the reactants needed to synthesize it. The reactants are: Cl.[O:2]1[CH:6]=[CH:5][CH:4]=[C:3]1[CH2:7][NH:8][CH2:9][C:10]1[CH:15]=[CH:14][C:13]([S:16][C:17]([CH3:26])([CH3:25])[C:18]([O:20][C:21]([CH3:24])([CH3:23])[CH3:22])=[O:19])=[CH:12][CH:11]=1.C(=O)([O-])[O-].[Cs+].[Cs+].Br[CH2:34][C:35]#[CH:36].O. (2) The reactants are: C([C@H]1CC[C@H](OC2C(C(F)(F)F)=C3C(=CC=2)C=C(C([N+]([O-])=O)CCC(O)=O)C=C3)CC1)(C)(C)C.[C:35]([C@H:39]1[CH2:44][CH2:43][C@H:42]([O:45][C:46]2[CH:47]=[C:48]3[C:53](=[CH:54][CH:55]=2)[CH:52]=[C:51]([C:56]([N+:64]([O-:66])=[O:65])([CH3:63])[CH2:57][CH2:58][C:59]([O:61]C)=[O:60])[CH:50]=[CH:49]3)[CH2:41][CH2:40]1)([CH3:38])([CH3:37])[CH3:36]. Given the product [C:35]([C@H:39]1[CH2:40][CH2:41][C@H:42]([O:45][C:46]2[CH:47]=[C:48]3[C:53](=[CH:54][CH:55]=2)[CH:52]=[C:51]([C:56]([N+:64]([O-:66])=[O:65])([CH3:63])[CH2:57][CH2:58][C:59]([OH:61])=[O:60])[CH:50]=[CH:49]3)[CH2:43][CH2:44]1)([CH3:38])([CH3:36])[CH3:37], predict the reactants needed to synthesize it. (3) Given the product [CH-:21]1[CH:25]=[CH:24][CH:23]=[CH:22]1.[CH-:21]1[CH:25]=[CH:24][CH:23]=[CH:22]1.[Zr+2:63], predict the reactants needed to synthesize it. The reactants are: [Li]CCCC.C(C1C=C(C2C=C(C)C=[C:25]3[C:21]=2[CH:22]=[C:23](C)[CH:24]3[Si]([CH:24]2[C:25]3[C:21](=C(C4C=C(C(C)(C)C)C=C(C(C)(C)C)C=4)C=C(C)C=3)[CH:22]=[C:23]2C)(C)C)C=C(C(C)(C)C)C=1)(C)(C)C.[Cl-].[Cl-].[Cl-].[Cl-].[Zr+4:63].[Cl-].[Cl-].[Cl-].[Cl-].[Zr+4]. (4) Given the product [N+:29]([C:26]1[CH:27]=[CH:28][C:23]([O:1][C:2]2[CH:15]=[CH:14][C:13]3[S:12][C:11]4[C:6](=[CH:7][CH:8]=[CH:9][CH:10]=4)[NH:5][C:4]=3[CH:3]=2)=[CH:24][CH:25]=1)([O-:31])=[O:30], predict the reactants needed to synthesize it. The reactants are: [OH:1][C:2]1[CH:15]=[CH:14][C:13]2[S:12][C:11]3[C:6](=[CH:7][CH:8]=[CH:9][CH:10]=3)[NH:5][C:4]=2[CH:3]=1.C([O-])([O-])=O.[K+].[K+].F[C:23]1[CH:28]=[CH:27][C:26]([N+:29]([O-:31])=[O:30])=[CH:25][CH:24]=1.